This data is from Catalyst prediction with 721,799 reactions and 888 catalyst types from USPTO. The task is: Predict which catalyst facilitates the given reaction. Reactant: [CH2:1]([O:8][C:9]([N:11]1[CH2:15][CH2:14][CH2:13][CH:12]1[CH:16]([NH2:32])[C:17]1[CH:22]=[CH:21][C:20]([C:23](=[O:31])[NH:24][C:25]2[CH:30]=[CH:29][N:28]=[CH:27][CH:26]=2)=[CH:19][CH:18]=1)=[O:10])[C:2]1[CH:7]=[CH:6][CH:5]=[CH:4][CH:3]=1.[C:33](O[C:33]([O:35][C:36]([CH3:39])([CH3:38])[CH3:37])=[O:34])([O:35][C:36]([CH3:39])([CH3:38])[CH3:37])=[O:34].O. Product: [CH2:1]([O:8][C:9]([N:11]1[CH2:15][CH2:14][CH2:13][CH:12]1[CH:16]([NH:32][C:33]([O:35][C:36]([CH3:39])([CH3:38])[CH3:37])=[O:34])[C:17]1[CH:22]=[CH:21][C:20]([C:23](=[O:31])[NH:24][C:25]2[CH:26]=[CH:27][N:28]=[CH:29][CH:30]=2)=[CH:19][CH:18]=1)=[O:10])[C:2]1[CH:3]=[CH:4][CH:5]=[CH:6][CH:7]=1. The catalyst class is: 2.